The task is: Predict the reaction yield, written as a fraction of the theoretical maximum amount of product (1.0 means a 100% yield; for example, 0.34 means a 34% yield).. This data is from Reaction yield outcomes from USPTO patents with 853,638 reactions. The reactants are [O:1]=[C:2]1[NH:7][C:6]2[N:8]=[CH:9][CH:10]=[CH:11][C:5]=2[CH2:4][N:3]1[CH:12]1[CH2:17][CH2:16][N:15](C(OC(C)(C)C)=O)[CH2:14][CH2:13]1.[ClH:25]. The catalyst is O1CCOCC1. The product is [ClH:25].[ClH:25].[NH:15]1[CH2:14][CH2:13][CH:12]([N:3]2[CH2:4][C:5]3[CH:11]=[CH:10][CH:9]=[N:8][C:6]=3[NH:7][C:2]2=[O:1])[CH2:17][CH2:16]1. The yield is 0.620.